From a dataset of Catalyst prediction with 721,799 reactions and 888 catalyst types from USPTO. Predict which catalyst facilitates the given reaction. Reactant: [CH3:1][O:2][C:3]1[CH:4]=[C:5]([CH:8]=[CH:9][C:10]=1[O:11][CH3:12])[CH:6]=O.C[O:14][C:15]1[C:16](=[CH:20]C=C(N)[CH:23]=1)[C:17]([OH:19])=[O:18].CC[N:27]([CH2:30][CH3:31])CC.[BH4-].[Na+].[CH3:34]O. Product: [CH3:1][O:2][C:3]1[CH:4]=[C:5]([CH:8]=[CH:9][C:10]=1[O:11][CH3:12])[CH2:6][NH:27][C:30]1[CH:31]=[CH:23][C:15]([OH:14])=[C:16]([CH:20]=1)[C:17]([O:19][CH3:34])=[O:18]. The catalyst class is: 28.